Dataset: Full USPTO retrosynthesis dataset with 1.9M reactions from patents (1976-2016). Task: Predict the reactants needed to synthesize the given product. The reactants are: [CH3:1][N:2]1[CH:6]=[C:5]([C:7]2[CH:12]=[CH:11][N:10]=[CH:9][CH:8]=2)[C:4]([C:13]2[CH:18]=[CH:17][C:16]([C:19]#[C:20][Si](C)(C)C)=[CH:15][CH:14]=2)=[N:3]1.CCCC[N+](CCCC)(CCCC)CCCC.[F-].C1COCC1. Given the product [C:19]([C:16]1[CH:15]=[CH:14][C:13]([C:4]2[C:5]([C:7]3[CH:8]=[CH:9][N:10]=[CH:11][CH:12]=3)=[CH:6][N:2]([CH3:1])[N:3]=2)=[CH:18][CH:17]=1)#[CH:20], predict the reactants needed to synthesize it.